This data is from Reaction yield outcomes from USPTO patents with 853,638 reactions. The task is: Predict the reaction yield, written as a fraction of the theoretical maximum amount of product (1.0 means a 100% yield; for example, 0.34 means a 34% yield). (1) The reactants are [NH:1]1[CH:5]=[C:4]([CH:6]=[O:7])[CH:3]=[N:2]1.CC(C)([O-])C.[K+].[C:14]([O:18][C:19](=[O:22])[CH2:20]Br)([CH3:17])([CH3:16])[CH3:15]. The catalyst is CN(C)C=O. The product is [CH:6]([C:4]1[CH:5]=[N:1][N:2]([CH2:20][C:19]([O:18][C:14]([CH3:17])([CH3:16])[CH3:15])=[O:22])[CH:3]=1)=[O:7]. The yield is 0.620. (2) The reactants are [CH2:1]([CH:3]([C:6]1[C:14]2[NH:13][C:12](=[O:15])[N:11]([C:16]([O:18][C:19]([CH3:22])([CH3:21])[CH3:20])=[O:17])[C:10]=2[CH:9]=[CH:8][CH:7]=1)[CH2:4][CH3:5])[CH3:2].C(=O)([O-])[O-].[K+].[K+].[CH3:29][O:30][C:31]1[CH:38]=[CH:37][C:34]([CH2:35]Cl)=[CH:33][CH:32]=1. The catalyst is CN(C)C=O. The product is [CH2:1]([CH:3]([C:6]1[C:14]2[N:13]([CH2:35][C:34]3[CH:37]=[CH:38][C:31]([O:30][CH3:29])=[CH:32][CH:33]=3)[C:12](=[O:15])[N:11]([C:16]([O:18][C:19]([CH3:20])([CH3:22])[CH3:21])=[O:17])[C:10]=2[CH:9]=[CH:8][CH:7]=1)[CH2:4][CH3:5])[CH3:2]. The yield is 0.910. (3) The reactants are [NH2:1][C:2]1[N:7]=[C:6]([C:8]2[N:12]3[CH:13]=[CH:14][CH:15]=[CH:16][C:11]3=[N:10][CH:9]=2)[CH:5]=[CH:4][N:3]=1.Br[C:18]1[CH:32]=[CH:31][C:21]([C:22]([C:24]2[CH:29]=[CH:28][C:27]([CH3:30])=[CH:26][CH:25]=2)=[O:23])=[CH:20][CH:19]=1. No catalyst specified. The product is [CH3:30][C:27]1[CH:28]=[CH:29][C:24]([C:22]([C:21]2[CH:31]=[CH:32][C:18]([NH:1][C:2]3[N:7]=[C:6]([C:8]4[N:12]5[CH:13]=[CH:14][CH:15]=[CH:16][C:11]5=[N:10][CH:9]=4)[CH:5]=[CH:4][N:3]=3)=[CH:19][CH:20]=2)=[O:23])=[CH:25][CH:26]=1. The yield is 0.170. (4) The reactants are Br[C:2]1[CH:7]=[CH:6][C:5]([OH:8])=[CH:4][C:3]=1[CH2:9][N:10]([CH3:12])[CH3:11].C([Li])(C)(C)C.[B:18](OC(C)C)([O:23]C(C)C)[O:19]C(C)C.[NH4+].[Cl-]. The catalyst is C1COCC1.C(OCC)(=O)C. The product is [CH3:11][N:10]([CH2:9][C:3]1[CH:4]=[C:5]([OH:8])[CH:6]=[CH:7][C:2]=1[B:18]([OH:23])[OH:19])[CH3:12]. The yield is 0.810. (5) The reactants are [F:1][C:2]([F:18])([F:17])[C:3]([NH:5][CH2:6][CH2:7][C:8]1[CH:13]=[CH:12][CH:11]=[CH:10][C:9]=1[N+:14]([O-])=O)=[O:4]. The catalyst is C(O)C.[C].[Pd]. The product is [NH2:14][C:9]1[CH:10]=[CH:11][CH:12]=[CH:13][C:8]=1[CH2:7][CH2:6][NH:5][C:3](=[O:4])[C:2]([F:1])([F:17])[F:18]. The yield is 0.960.